This data is from Full USPTO retrosynthesis dataset with 1.9M reactions from patents (1976-2016). The task is: Predict the reactants needed to synthesize the given product. (1) Given the product [CH3:25][O:24][C:21]1[CH:22]=[CH:23][C:18]([P:26](=[O:27])([C:4]2[CH:3]=[CH:22][C:21]([O:24][CH3:25])=[CH:20][CH:19]=2)[C:7]2[C:16]3[C:11](=[CH:12][CH:13]=[CH:14][CH:15]=3)[CH:10]=[CH:9][CH:8]=2)=[CH:19][CH:20]=1, predict the reactants needed to synthesize it. The reactants are: [Mg].Br[CH2:3][CH2:4]Br.Br[C:7]1[C:16]2[C:11](=[CH:12][CH:13]=[CH:14][CH:15]=2)[CH:10]=[CH:9][CH:8]=1.Br[C:18]1[CH:23]=[CH:22][C:21]([O:24][CH3:25])=[CH:20][CH:19]=1.[P:26](Cl)(Cl)(Cl)=[O:27]. (2) Given the product [CH:12]1([CH2:11][C:9]2[S:8][C:4]3[N:5]=[CH:6][N:7]=[C:2]([NH:15][C:16]4[CH:25]=[CH:24][C:19]5[NH:20][C:21](=[O:23])[S:22][C:18]=5[CH:17]=4)[C:3]=3[N:10]=2)[CH2:14][CH2:13]1, predict the reactants needed to synthesize it. The reactants are: Cl[C:2]1[C:3]2[N:10]=[C:9]([CH2:11][CH:12]3[CH2:14][CH2:13]3)[S:8][C:4]=2[N:5]=[CH:6][N:7]=1.[NH2:15][C:16]1[CH:25]=[CH:24][C:19]2[NH:20][C:21](=[O:23])[S:22][C:18]=2[CH:17]=1.Cl. (3) Given the product [OH:12][C:13]1[CH:14]=[CH:15][C:16]([C:17]([NH:19][C:20]2[CH:28]=[C:27]([CH2:29][CH2:30][C:31]3[CH:32]=[CH:33][CH:34]=[CH:35][CH:36]=3)[CH:26]=[CH:25][C:21]=2[C:22]([OH:24])=[O:23])=[O:18])=[CH:37][CH:38]=1, predict the reactants needed to synthesize it. The reactants are: C(=O)([O-])[O-].[K+].[K+].CO.C([O:12][C:13]1[CH:38]=[CH:37][C:16]([C:17]([NH:19][C:20]2[CH:28]=[C:27]([CH2:29][CH2:30][C:31]3[CH:36]=[CH:35][CH:34]=[CH:33][CH:32]=3)[CH:26]=[CH:25][C:21]=2[C:22]([OH:24])=[O:23])=[O:18])=[CH:15][CH:14]=1)(=O)C. (4) Given the product [O:63]=[C:62]([O:31][C:28]1[CH:29]=[CH:30][C:25]([O:24][CH2:23][CH2:22][O:21][CH2:20][CH2:19][O:18][CH2:17][CH2:16][O:15][CH2:14][CH2:13][CH2:12][CH2:11][CH2:10][CH2:9][CH2:8][CH2:7][CH2:6][CH2:5][CH2:4][S:3][C:1](=[O:32])[CH3:2])=[CH:26][CH:27]=1)[NH:61][CH2:60][CH2:59][O:58][CH2:57][CH2:56][O:55][CH2:54][CH2:53][O:52][CH2:51][CH2:50][O:49][CH2:48][C:47]([O:46][C:42]([CH3:45])([CH3:44])[CH3:43])=[O:64], predict the reactants needed to synthesize it. The reactants are: [C:1](=[O:32])([S:3][CH2:4][CH2:5][CH2:6][CH2:7][CH2:8][CH2:9][CH2:10][CH2:11][CH2:12][CH2:13][CH2:14][O:15][CH2:16][CH2:17][O:18][CH2:19][CH2:20][O:21][CH2:22][CH2:23][O:24][C:25]1[CH:30]=[CH:29][C:28]([OH:31])=[CH:27][CH:26]=1)[CH3:2].C(N(C(C)C)CC)(C)C.[C:42]([O:46][C:47](=[O:64])[CH2:48][O:49][CH2:50][CH2:51][O:52][CH2:53][CH2:54][O:55][CH2:56][CH2:57][O:58][CH2:59][CH2:60][N:61]=[C:62]=[O:63])([CH3:45])([CH3:44])[CH3:43]. (5) The reactants are: [F:1][C:2]1[CH:7]=[CH:6][C:5]([CH:8]([C:38]2[CH:43]=[CH:42][C:41]([F:44])=[CH:40][CH:39]=2)[C@H:9]2[N:14]3[CH2:15][CH2:16][N:17]([C:19]([O:21][CH2:22][C:23]4[CH:28]=[CH:27][CH:26]=[CH:25][CH:24]=4)=[O:20])[CH2:18][C@H:13]3[CH2:12][N:11](CC3C=CC=CC=3OC)[CH2:10]2)=[CH:4][CH:3]=1.[Cl:45]C(OC(Cl)=O)C.CO.C(OC(C)C)(C)C. Given the product [ClH:45].[ClH:45].[F:1][C:2]1[CH:7]=[CH:6][C:5]([CH:8]([C:38]2[CH:39]=[CH:40][C:41]([F:44])=[CH:42][CH:43]=2)[C@H:9]2[N:14]3[CH2:15][CH2:16][N:17]([C:19]([O:21][CH2:22][C:23]4[CH:28]=[CH:27][CH:26]=[CH:25][CH:24]=4)=[O:20])[CH2:18][C@H:13]3[CH2:12][NH:11][CH2:10]2)=[CH:4][CH:3]=1, predict the reactants needed to synthesize it.